From a dataset of Full USPTO retrosynthesis dataset with 1.9M reactions from patents (1976-2016). Predict the reactants needed to synthesize the given product. (1) Given the product [NH2:30][C:26]1([C:23]2[CH:22]=[CH:21][C:20]([C:19]3[N:5]4[C:6]5[CH:18]=[CH:17][CH:16]=[N:15][C:7]=5[NH:8][C:9]5[CH:14]=[CH:13][CH:12]=[CH:11][C:10]=5[C:4]4=[N:3][C:2]=3[C:38]#[N:39])=[CH:25][CH:24]=2)[CH2:29][CH2:28][CH2:27]1, predict the reactants needed to synthesize it. The reactants are: Br[C:2]1[N:3]=[C:4]2[C:10]3[CH:11]=[CH:12][CH:13]=[CH:14][C:9]=3[NH:8][C:7]3[N:15]=[CH:16][CH:17]=[CH:18][C:6]=3[N:5]2[C:19]=1[C:20]1[CH:25]=[CH:24][C:23]([C:26]2([NH:30]C(=O)OC(C)(C)C)[CH2:29][CH2:28][CH2:27]2)=[CH:22][CH:21]=1.[CH3:38][N:39](C=O)C. (2) Given the product [ClH:25].[CH3:1][O:2][C:3](=[O:24])[C@@H:4]([NH2:16])[CH2:5][C:6]1[CH:15]=[CH:14][C:13]2[C:8](=[CH:9][CH:10]=[CH:11][CH:12]=2)[CH:7]=1, predict the reactants needed to synthesize it. The reactants are: [CH3:1][O:2][C:3](=[O:24])[C@@H:4]([NH:16]C(OC(C)(C)C)=O)[CH2:5][C:6]1[CH:15]=[CH:14][C:13]2[C:8](=[CH:9][CH:10]=[CH:11][CH:12]=2)[CH:7]=1.[ClH:25]. (3) Given the product [Cl:1][C:2]1[CH:3]=[C:4]([CH:8]=[CH:9][C:10]=1[C:11]1[C:15]2[CH:16]=[C:17]([C:20]3[O:21][C:22]([CH3:25])=[N:23][N:24]=3)[CH:18]=[CH:19][C:14]=2[O:13][CH:12]=1)[C:5]([NH:28][CH3:27])=[O:7], predict the reactants needed to synthesize it. The reactants are: [Cl:1][C:2]1[CH:3]=[C:4]([CH:8]=[CH:9][C:10]=1[C:11]1[C:15]2[CH:16]=[C:17]([C:20]3[O:21][C:22]([CH3:25])=[N:23][N:24]=3)[CH:18]=[CH:19][C:14]=2[O:13][CH:12]=1)[C:5]([OH:7])=O.Cl.[CH3:27][NH:28]OC. (4) Given the product [Cl:1][C:2]1[CH:3]=[N:4][C:5]2[N:6]([N:8]=[C:9]([C:11]([N:16]3[CH2:17][CH2:18][C:19]4[C:24](=[CH:23][CH:22]=[C:21]([C:25]5[CH:30]=[CH:29][N:28]=[CH:27][CH:26]=5)[CH:20]=4)[CH:15]3[CH3:14])=[O:13])[CH:10]=2)[CH:7]=1, predict the reactants needed to synthesize it. The reactants are: [Cl:1][C:2]1[CH:3]=[N:4][C:5]2[N:6]([N:8]=[C:9]([C:11]([OH:13])=O)[CH:10]=2)[CH:7]=1.[CH3:14][CH:15]1[C:24]2[C:19](=[CH:20][C:21]([C:25]3[CH:30]=[CH:29][N:28]=[CH:27][CH:26]=3)=[CH:22][CH:23]=2)[CH2:18][CH2:17][NH:16]1. (5) Given the product [CH3:29][C:23]1[C:22]([N:12]2[CH:13]=[CH:14][C:10]([C:7]3[CH:8]=[CH:9][C:2]([CH3:1])=[C:3]([CH:6]=3)[C:4]#[N:5])=[N:11]2)=[CH:27][CH:26]=[C:25]([CH3:28])[N:24]=1, predict the reactants needed to synthesize it. The reactants are: [CH3:1][C:2]1[CH:9]=[CH:8][C:7]([C:10]2[CH:14]=[CH:13][NH:12][N:11]=2)=[CH:6][C:3]=1[C:4]#[N:5].C(=O)([O-])[O-].[K+].[K+].Br[C:22]1[C:23]([CH3:29])=[N:24][C:25]([CH3:28])=[CH:26][CH:27]=1.CNC1CCCCC1NC. (6) Given the product [NH2:23][C:22](=[S:8])[CH:20]([CH3:21])[C:19]([O:18][CH2:16][CH3:17])=[O:24], predict the reactants needed to synthesize it. The reactants are: C1(P(C2C=CC=CC=2)(S)=[S:8])C=CC=CC=1.[CH2:16]([O:18][C:19](=[O:24])[CH:20]([C:22]#[N:23])[CH3:21])[CH3:17].CCOC(C)=O. (7) Given the product [O:1]=[C:2]1[NH:7][C:6]2[CH:8]=[C:9]([C:12]([OH:14])=[O:13])[CH:10]=[CH:11][C:5]=2[S:4][CH2:3]1, predict the reactants needed to synthesize it. The reactants are: [O:1]=[C:2]1[NH:7][C:6]2[CH:8]=[C:9]([C:12]([O:14]CC)=[O:13])[CH:10]=[CH:11][C:5]=2[S:4][CH2:3]1.[OH-].[Na+].Cl. (8) Given the product [C:1]([C:3]1[CH:4]=[C:5]([N:27]2[C@H:31]([CH2:32][O:33][CH3:35])[CH2:30][O:29][C:28]2=[O:34])[CH:6]=[CH:7][C:8]=1[C:9]([N:11]1[CH2:12][CH2:13][N:14]([C:17]2[C:22]([CH3:23])=[CH:21][C:20]([CH:24]3[CH2:26][CH2:25]3)=[CH:19][N:18]=2)[CH2:15][CH2:16]1)=[O:10])#[N:2], predict the reactants needed to synthesize it. The reactants are: [C:1]([C:3]1[CH:4]=[C:5]([N:27]2[C@H:31]([CH2:32][OH:33])[CH2:30][O:29][C:28]2=[O:34])[CH:6]=[CH:7][C:8]=1[C:9]([N:11]1[CH2:16][CH2:15][N:14]([C:17]2[C:22]([CH3:23])=[CH:21][C:20]([CH:24]3[CH2:26][CH2:25]3)=[CH:19][N:18]=2)[CH2:13][CH2:12]1)=[O:10])#[N:2].[CH3:35]I.